From a dataset of Peptide-MHC class I binding affinity with 185,985 pairs from IEDB/IMGT. Regression. Given a peptide amino acid sequence and an MHC pseudo amino acid sequence, predict their binding affinity value. This is MHC class I binding data. (1) The peptide sequence is TDYWQVTWI. The MHC is Mamu-B8301 with pseudo-sequence Mamu-B8301. The binding affinity (normalized) is 0. (2) The peptide sequence is TVAHQVCPY. The MHC is HLA-B38:01 with pseudo-sequence HLA-B38:01. The binding affinity (normalized) is 0.0847. (3) The peptide sequence is SYGNANVSF. The MHC is HLA-A69:01 with pseudo-sequence HLA-A69:01. The binding affinity (normalized) is 0.0847. (4) The binding affinity (normalized) is 0.213. The MHC is HLA-B40:01 with pseudo-sequence HLA-B40:01. The peptide sequence is KYAEAFQMV. (5) The peptide sequence is PSDFFPSVR. The MHC is Patr-A0101 with pseudo-sequence Patr-A0101. The binding affinity (normalized) is 0.174. (6) The peptide sequence is GKPPTKGANF. The MHC is Mamu-A01 with pseudo-sequence Mamu-A01. The binding affinity (normalized) is 0. (7) The peptide sequence is EAMAFLEESH. The MHC is HLA-A03:01 with pseudo-sequence HLA-A03:01. The binding affinity (normalized) is 0.